This data is from Reaction yield outcomes from USPTO patents with 853,638 reactions. The task is: Predict the reaction yield, written as a fraction of the theoretical maximum amount of product (1.0 means a 100% yield; for example, 0.34 means a 34% yield). The reactants are [C:1]([O:5][C:6]([NH:8][C@@H:9]([CH3:24])[CH2:10][N:11]1[C:19]2[C:14](=[CH:15][CH:16]=[C:17]3[CH:23]=[CH:22][CH:21]=[CH:20][C:18]3=2)[CH:13]=[CH:12]1)=[O:7])([CH3:4])([CH3:3])[CH3:2].C([BH3-])#N.[Na+]. The catalyst is C(O)(=O)C. The product is [C:1]([O:5][C:6]([NH:8][C@@H:9]([CH3:24])[CH2:10][N:11]1[C:19]2[C:14](=[CH:15][CH:16]=[C:17]3[CH:23]=[CH:22][CH:21]=[CH:20][C:18]3=2)[CH2:13][CH2:12]1)=[O:7])([CH3:4])([CH3:2])[CH3:3]. The yield is 0.490.